Regression/Classification. Given a drug SMILES string, predict its toxicity properties. Task type varies by dataset: regression for continuous values (e.g., LD50, hERG inhibition percentage) or binary classification for toxic/non-toxic outcomes (e.g., AMES mutagenicity, cardiotoxicity, hepatotoxicity). Dataset: clintox. From a dataset of Clinical trial toxicity outcomes and FDA approval status for drugs. (1) The drug is S=c1nc[nH]c2nc[nH]c12. The result is 0 (passed clinical trial). (2) The result is 0 (passed clinical trial). The compound is NC(=O)CCC1NC(=O)C(Cc2ccccc2)NC(=O)C(Cc2ccc(O)cc2)NC(=O)C([NH3+])CSSCC(C(=O)N2CCCC2C(=O)NC(CCC[NH+]=C(N)N)C(=O)NCC(N)=O)NC(=O)C(CC(N)=O)NC1=O. (3) The molecule is FCOC(C(F)(F)F)C(F)(F)F. The result is 0 (passed clinical trial).